Task: Binary Classification. Given a miRNA mature sequence and a target amino acid sequence, predict their likelihood of interaction.. Dataset: Experimentally validated miRNA-target interactions with 360,000+ pairs, plus equal number of negative samples (1) The miRNA is hsa-miR-144-5p with sequence GGAUAUCAUCAUAUACUGUAAG. The protein sequence of the target gene is MLQQDSNDDTEDVSLFDAEEETTNRPRKAKIRHPVASFFHLFFRVSAIIVYLLCGLLSSSFITCMVTIILLLSCDFWAVKNVTGRLMVGLRWWNHIDEDGKSHWVFESRKESSQENKTVSEAESRIFWLGLIACPVLWVIFAFSALFSFRVKWLAVVIMGVVLQGANLYGYIRCKVRSRKHLTSMATSYFGKQFLRQNTGDDQTS. Result: 0 (no interaction). (2) The protein sequence of the target gene is MASSVAPYEQLVRQVEALKAENSHLRQELRDNSSHLSKLETETSGMKEVLKHLQGKLEQEARVLVSSGQTEVLEQLKALQMDITSLYNLKFQPPTLGPEPAARTPEGSPVHGSGPSKDSFGELSRATIRLLEELDRERCFLLNEIEKEEKEKLWYYSQLQGLSKRLDELPHVETQFSMQMDLIRQQLEFEAQHIRSLMEERFGTSDEMVQRAQIRASRLEQIDKELLEAQDRVQQTEPQALLAVKSVPVDEDPETEVPTHPEDGTPQPGNSKVEVVFWLLSMLATRDQEDTARTLLAMSS.... The miRNA is hsa-miR-4654 with sequence UGUGGGAUCUGGAGGCAUCUGG. Result: 0 (no interaction). (3) The miRNA is mmu-miR-3470b with sequence UCACUCUGUAGACCAGGCUGG. The protein sequence of the target gene is MQRELVGYPLSPAVRGKLVAAGFQTAEDVLEVKPSELSKEVGISKEEALETLQILRRECLTNKPRCAGTSVANEKCTALELLEQEHTQGFIITFCSALDNILGGGIPLMKTTEVCGVPGVGKTQLCMQLAVDVQIPECFGGVAGEAVFIDTEGSFMVDRVVSLATACIQHLHLIAGTHTEEEHQKALKDFTLENILSHIYYFRCHDYTELLAQVYLLPDFLSDHPKVQLVIIDGIAFPFRHDLEDLSLRTRLLNGLAQQMISLANNHRLAVILTNQMTTKIDKNQALLVPALGESWGHAA.... Result: 1 (interaction). (4) The miRNA is mmu-miR-489-3p with sequence AAUGACACCACAUAUAUGGCAGC. The protein sequence of the target gene is MHGSCSFLMLLLPLLLLLVATTGPVGALTDEEKRLMVELHNLYRAQVSPTASDMLHMRWDEELAAFAKAYARQCVWGHNKERGRRGENLFAITDEGMDVPLAMEEWHHEREHYNLSAATCSPGQMCGHYTQVVWAKTERIGCGSHFCEKLQGVEETNIELLVCNYEPPGNVKGKRPYQEGTPCSQCPSGYHCKNSLCEPIGSPEDAQDLPYLVTEAPSFRATEASDSRKMGTPSSLATGIPAFLVTEVSGSLATKALPAVETQAPTSLATKDPPSMATEAPPCVTTEVPSILAAHSLPSL.... Result: 0 (no interaction). (5) Result: 0 (no interaction). The protein sequence of the target gene is MPLEQRSQHCKPEEGLEARGEALGLVGAQAPATEEQEAASSSSTLVEVTLGEVPAAESPDPPQSPQGASSLPTTMNYPLWSQSYEDSSNQEEEGPSTFPDLESEFQAALSRKVAELVHFLLLKYRAREPVTKAEMLGSVVGNWQYFFPVIFSKASSSLQLVFGIELMEVDPIGHLYIFATCLGLSYDGLLGDNQIMPKAGLLIIVLAIIAREGDCAPEEKIWEELSVLEVFEGREDSILGDPKKLLTQHFVQENYLEYRQVPGSDPACYEFLWGPRALVETSYVKVLHHMVKISGGPHIS.... The miRNA is hsa-miR-376c-5p with sequence GGUGGAUAUUCCUUCUAUGUU. (6) The miRNA is mmu-miR-3058-5p with sequence UCAGCCACGGCUUACCUGGAAGA. The protein sequence of the target gene is MTEMSEKENEPDDAATHTPPGTVSTLQETKLQRFKRSLSLKTILRSKSVENFFLRSGSELKCPTEVLLTPPTPLPPPSPPPASTDRGLPTPTPSPCPVPRPLAPLKPVRLHSFQEHVFKRASPCELCHQLIVGNSKQGLRCKTCKVSVHLWCSEEISHQQCPGKTSTSFRRNFSSPLLVHAPPPACAMNKESPPTGTSGKVDPVYETLRYGTSLALMNRSSFSSTSESPTRSLSERDELTEDGEGSIRSSEEGPGDSVFTAPAESEGSGPEEKSPGQQPPKLPLRKDVGPMYSYVALYKF.... Result: 0 (no interaction). (7) The miRNA is mmu-miR-1199-5p with sequence UCUGAGUCCCGGUCGCGCGG. The protein sequence of the target gene is MEPKAPCPAAVPSEERKFRVLVGVTGSVAALKLPLLVSKLLDVPGLEVTVVTTERAKHFYSPQDVPVTLYSDADEWEMWKRRSDPVLHIDLRRWADLMLVAPLDANTLGKVASGICDNLLTCVIRAWDLNKPLLFCPAMNTAMWEHPLTAQQVAQLKAFGYVEIPCVSKKLVCGDQGLGAMAEVETIVAKVQAVLSQHGSIQQS. Result: 1 (interaction). (8) The miRNA is hsa-miR-6758-3p with sequence ACUCAUUCUCCUCUGUCCAG. Result: 0 (no interaction). The protein sequence of the target gene is MPFIDDALLWCPDNDGRLVGGLDLGTCIADDSTANGTENLNPSIQSAGNPNNPQQSVGGEILGSVESAGNELNGAAARNVNVVVEPLCGGDSSDELFRSFSESNFEIESLLSDLATVEVKVENEENNNNVITDDDFASVAAAVVANDDLLAKENAQLSAQGLVDSVAASLADSGDAGGQQALLAFGSSSSAASAIAAAAAALCGDLINNNNNNSNSNNNSNGNGNHGGGGGGASSGGGVAGDCATKLEYALMGGQPLAEEPRFVTSAAANPLLVEKLMSKCLNIEKRMDKLSDTEIPIVK.... (9) The miRNA is mmu-miR-509-3p with sequence UGAUUGACAUUUCUGUAAUGG. The protein sequence of the target gene is MASPQGGQIAIAMRLRNQLQSVYKMDPLRNEEEVRVKIKDLNEHIVCCLCAGYFVDATTITECLHTFCKSCIVKYLQTSKYCPMCNIKIHETQPLLNLKLDRVMQDIVYKLVPGLQDSEEKRIREFYQSRGLDRVTQPTGEEPALSNLGLPFSSFDHSKAHYYRYDEQLNLCLERLSSGKDKNKSVLQNKYVRCSVRAEVRHLRRVLCHRLMLNPQHVQLLFDNEVLPDHMTMKQIWLSRWFGKPSPLLLQYSVKEKRR. Result: 0 (no interaction). (10) Result: 1 (interaction). The miRNA is hsa-miR-335-5p with sequence UCAAGAGCAAUAACGAAAAAUGU. The protein sequence of the target gene is MRPGLSFLLALLFFLGQAAGDLGDVGPPIPSPGFSSFPGVDSSSSFSSSSRSGSSSSRSLGSGGSVSQLFSNFTGSVDDRGTCQCSVSLPDTTFPVDRVERLEFTAHVLSQKFEKELSKVREYVQLISVYEKKLLNLTVRIDIMEKDTISYTELDFELIKVEVKEMEKLVIQLKESFGGSSEIVDQLEVEIRNMTLLVEKLETLDKNNVLAIRREIVALKTKLKECEASKDQNTPVVHPPPTPGSCGHGGVVNISKPSVVQLNWRGFSYLYGAWGRDYSPQHPNKGLYWVAPLNTDGRLL....